Dataset: SARS-CoV-2 main protease (3CLPro) crystallographic fragment screen with 879 compounds. Task: Binary Classification. Given a drug SMILES string, predict its activity (active/inactive) in a high-throughput screening assay against a specified biological target. (1) The result is 1 (active). The drug is Cc1ccc(N(C(=O)CCl)C2C=CS(=O)(=O)C2)cc1. (2) The molecule is Cc1noc(C(N)C(C)C)n1. The result is 0 (inactive). (3) The compound is Brc1cn[nH]c1. The result is 0 (inactive). (4) The drug is Cc1cccc(N2CCNC(C)C2)n1. The result is 0 (inactive).